The task is: Predict the reactants needed to synthesize the given product.. This data is from Full USPTO retrosynthesis dataset with 1.9M reactions from patents (1976-2016). (1) Given the product [F:1][C:2]1[CH:10]=[CH:9][C:8]2[N:7]([CH2:22][CH:21]([C:23]3[CH:28]=[CH:27][N:26]=[CH:25][CH:24]=3)[OH:20])[C:6]3[CH2:11][CH2:12][N:13]4[CH:17]([C:5]=3[C:4]=2[CH:3]=1)[CH2:16][CH2:15][CH2:14]4, predict the reactants needed to synthesize it. The reactants are: [F:1][C:2]1[CH:10]=[CH:9][C:8]2[NH:7][C:6]3[CH2:11][CH2:12][N:13]4[CH:17]([C:5]=3[C:4]=2[CH:3]=1)[CH2:16][CH2:15][CH2:14]4.[H-].[Na+].[O:20]1[CH2:22][CH:21]1[C:23]1[CH:28]=[CH:27][N:26]=[CH:25][CH:24]=1. (2) The reactants are: [F:1][C:2]1[CH:21]=[CH:20][C:5]2[C:6]([C:9]3[CH:14]=[CH:13][C:12]([O:15][CH2:16][C@H:17]4[CH2:19][O:18]4)=[CH:11][CH:10]=3)=[N:7][O:8][C:4]=2[CH:3]=1.C[N:23]([CH3:26])C=O. Given the product [F:1][C:2]1[CH:21]=[CH:20][C:5]2[C:6]([C:9]3[CH:10]=[CH:11][C:12]([O:15][CH2:16][C@H:17]([OH:18])[CH2:19][NH:23][CH2:26][C:4]4[CH:5]=[CH:20][CH:21]=[C:2]([F:1])[CH:3]=4)=[CH:13][CH:14]=3)=[N:7][O:8][C:4]=2[CH:3]=1, predict the reactants needed to synthesize it. (3) Given the product [CH:19]1([NH:22][C:23](=[O:40])[C:24]2[CH:29]=[CH:28][C:27]([CH3:30])=[C:26]([C:2]3[CH:3]=[C:4]4[C:9](=[CH:10][CH:11]=3)[C:8]([N:12]3[CH2:17][CH2:16][NH:15][C:14](=[O:18])[CH2:13]3)=[N:7][N:6]=[CH:5]4)[CH:25]=2)[CH2:20][CH2:21]1, predict the reactants needed to synthesize it. The reactants are: Br[C:2]1[CH:3]=[C:4]2[C:9](=[CH:10][CH:11]=1)[C:8]([N:12]1[CH2:17][CH2:16][NH:15][C:14](=[O:18])[CH2:13]1)=[N:7][N:6]=[CH:5]2.[CH:19]1([NH:22][C:23](=[O:40])[C:24]2[CH:29]=[CH:28][C:27]([CH3:30])=[C:26](B3OC(C)(C)C(C)(C)O3)[CH:25]=2)[CH2:21][CH2:20]1.C(=O)([O-])[O-].[K+].[K+]. (4) Given the product [C:1]([O:5][C:6](=[O:40])[CH2:7][O:8][C:9]1[C:14]2[CH2:15][CH2:16][CH2:17][CH2:18][CH:19]([N:20]([CH3:43])[S:21]([C:24]3[CH:29]=[CH:28][C:27]([C:30]4[CH:35]=[CH:34][CH:33]=[C:32]([C:36]([F:39])([F:37])[F:38])[CH:31]=4)=[CH:26][N:25]=3)(=[O:23])=[O:22])[C:13]=2[CH:12]=[CH:11][CH:10]=1)([CH3:4])([CH3:2])[CH3:3], predict the reactants needed to synthesize it. The reactants are: [C:1]([O:5][C:6](=[O:40])[CH2:7][O:8][C:9]1[C:14]2[CH2:15][CH2:16][CH2:17][CH2:18][CH:19]([NH:20][S:21]([C:24]3[CH:29]=[CH:28][C:27]([C:30]4[CH:35]=[CH:34][CH:33]=[C:32]([C:36]([F:39])([F:38])[F:37])[CH:31]=4)=[CH:26][N:25]=3)(=[O:23])=[O:22])[C:13]=2[CH:12]=[CH:11][CH:10]=1)([CH3:4])([CH3:3])[CH3:2].CI.[C:43]([O-])([O-])=O.[K+].[K+]. (5) Given the product [CH3:20][C:17]1[N:18]=[CH:19][N:15]([C:12]2[CH:13]=[CH:14][C:9]([NH:8][C:4]3[N:3]=[C:2]([Sn:22]([CH3:28])([CH3:27])[CH3:21])[CH:7]=[CH:6][N:5]=3)=[CH:10][CH:11]=2)[N:16]=1, predict the reactants needed to synthesize it. The reactants are: Cl[C:2]1[CH:7]=[CH:6][N:5]=[C:4]([NH:8][C:9]2[CH:14]=[CH:13][C:12]([N:15]3[CH:19]=[N:18][C:17]([CH3:20])=[N:16]3)=[CH:11][CH:10]=2)[N:3]=1.[CH3:21][Sn:22]([CH3:28])([CH3:27])[Sn:22]([CH3:28])([CH3:27])[CH3:21].